Dataset: Forward reaction prediction with 1.9M reactions from USPTO patents (1976-2016). Task: Predict the product of the given reaction. (1) Given the reactants Cl.[NH2:2][CH:3]1[CH2:8][CH2:7][N:6]([CH2:9][C@@H:10]([C:12]2[C:13]([CH3:22])=[C:14]3[C:18](=[CH:19][CH:20]=2)[C:17](=[O:21])[O:16][CH2:15]3)[OH:11])[CH2:5][CH2:4]1.[N:23]1([C:28]2[N:29]=[CH:30][C:31]([C:34](O)=[O:35])=[N:32][CH:33]=2)[CH:27]=[N:26][N:25]=[N:24]1, predict the reaction product. The product is: [OH:11][C@H:10]([C:12]1[C:13]([CH3:22])=[C:14]2[C:18](=[CH:19][CH:20]=1)[C:17](=[O:21])[O:16][CH2:15]2)[CH2:9][N:6]1[CH2:7][CH2:8][CH:3]([NH:2][C:34]([C:31]2[CH:30]=[N:29][C:28]([N:23]3[CH:27]=[N:26][N:25]=[N:24]3)=[CH:33][N:32]=2)=[O:35])[CH2:4][CH2:5]1. (2) Given the reactants C(N(CC)CC)C.[CH3:8][C@@H:9]1[O:14][C@@H:13]([O:15][C@H:16]2[C@H:21]([O:22][C:23]3[C:24]4[O:78][C:74]5=[C:75]([Cl:77])[CH:76]=[C:71]([CH:72]=[CH:73]5)[C@@H:70]([OH:79])[C@@H:69]5[NH:80][C:81](=[O:82])[C@@H:50]([C:51]6[CH:52]=[CH:53][C:54]([OH:86])=[C:55]([C:57]7[C:62]([OH:63])=[CH:61][C:60]([OH:64])=[CH:59][C:58]=7[C@@H:65]([C:83]([OH:85])=[O:84])[NH:66][C:67]5=[O:68])[CH:56]=6)[NH:49][C:47](=[O:48])[C@H:46]5[C:26](=[CH:27][C:28]=3[O:29][C:30]3[CH:31]=[CH:32][C:33]([C@@H:37]([OH:101])[C@@H:38]([NH:91][C:92]([C@H:94]([NH:99][CH3:100])[CH2:95][CH:96]([CH3:98])[CH3:97])=[O:93])[C:39]([NH:41][C@@H:42]([CH2:87][C:88]([NH2:90])=[O:89])[C:43]([NH:45]5)=[O:44])=[O:40])=[CH:34][C:35]=3[Cl:36])[CH:25]=4)[O:20][C@H:19]([CH2:102][OH:103])[C@@H:18]([OH:104])[C@@H:17]2[OH:105])[CH2:12][C@@:11]([NH2:107])([CH3:106])[C@@H:10]1[OH:108].Cl.ON1C2C=CC=CC=2SC1.C1(N=C=NC2CCCCC2)CCCCC1, predict the reaction product. The product is: [CH3:8][C@@H:9]1[O:14][C@@H:13]([O:15][C@H:16]2[C@H:21]([O:22][C:23]3[C:24]4[O:78][C:74]5=[C:75]([Cl:77])[CH:76]=[C:71]([CH:72]=[CH:73]5)[C@@H:70]([OH:79])[C@@H:69]5[NH:80][C:81](=[O:82])[C@@H:50]([C:51]6[CH:52]=[CH:53][C:54]([OH:86])=[C:55]([C:57]7[C:62]([OH:63])=[CH:61][C:60]([OH:64])=[CH:59][C:58]=7[C@@H:65]([C:83]([OH:85])=[O:84])[NH:66][C:67]5=[O:68])[CH:56]=6)[NH:49][C:47](=[O:48])[C@H:46]5[C:26](=[CH:27][C:28]=3[O:29][C:30]3[CH:31]=[CH:32][C:33]([C@@H:37]([OH:101])[C@@H:38]([NH:91][C:92]([C@H:94]([NH:99][CH3:100])[CH2:95][CH:96]([CH3:97])[CH3:98])=[O:93])[C:39]([NH:41][C@@H:42]([CH2:87][C:88]([NH2:90])=[O:89])[C:43]([NH:45]5)=[O:44])=[O:40])=[CH:34][C:35]=3[Cl:36])[CH:25]=4)[O:20][C@H:19]([CH2:102][OH:103])[C@@H:18]([OH:104])[C@@H:17]2[OH:105])[CH2:12][C@@:11]([NH2:107])([CH3:106])[C@@H:10]1[OH:108].